This data is from Catalyst prediction with 721,799 reactions and 888 catalyst types from USPTO. The task is: Predict which catalyst facilitates the given reaction. (1) Reactant: [CH:1](=O)[C:2]1[CH:7]=[CH:6][CH:5]=[CH:4][CH:3]=1.C(O)(=O)C.[NH2:13][C@H:14]1[CH2:19][CH2:18][C@H:17]([NH:20][C:21]2[CH:29]=[CH:28][C:24]([C:25]([NH2:27])=[O:26])=[C:23]([O:30][CH3:31])[CH:22]=2)[CH2:16][CH2:15]1.C([BH3-])#N.[Na+].[OH-].[Na+]. Product: [CH2:1]([NH:13][C@H:14]1[CH2:19][CH2:18][C@H:17]([NH:20][C:21]2[CH:29]=[CH:28][C:24]([C:25]([NH2:27])=[O:26])=[C:23]([O:30][CH3:31])[CH:22]=2)[CH2:16][CH2:15]1)[C:2]1[CH:7]=[CH:6][CH:5]=[CH:4][CH:3]=1. The catalyst class is: 5. (2) Reactant: [C:1]([O:5][C:6]([NH:8][C@H:9]([CH3:13])[C:10]([OH:12])=O)=[O:7])([CH3:4])([CH3:3])[CH3:2].CN1CCOCC1.ClC(OCC(C)C)=O.[Cl:29][C:30]1[CH:31]=[C:32]([NH2:38])[CH:33]=[C:34]([Cl:37])[C:35]=1[F:36]. Product: [C:1]([O:5][C:6](=[O:7])[NH:8][C@@H:9]([C:10](=[O:12])[NH:38][C:32]1[CH:31]=[C:30]([Cl:29])[C:35]([F:36])=[C:34]([Cl:37])[CH:33]=1)[CH3:13])([CH3:2])([CH3:3])[CH3:4]. The catalyst class is: 1.